This data is from Forward reaction prediction with 1.9M reactions from USPTO patents (1976-2016). The task is: Predict the product of the given reaction. (1) Given the reactants [F:1][C:2]1[CH:25]=[CH:24][C:5]([O:6][C@@H:7]([C:13]([N:15]2[C@@H:19]([CH:20]([CH3:22])[CH3:21])[CH2:18][O:17][C:16]2=[O:23])=[O:14])[CH2:8][CH2:9][CH2:10][CH:11]=O)=[CH:4][C:3]=1[CH3:26].[F:27][C:28]1[CH:35]=[CH:34][C:31]([CH2:32][NH2:33])=[CH:30][C:29]=1[CH3:36].[BH-](OC(C)=O)(OC(C)=O)OC(C)=O.[Na+].CC(O)=O, predict the reaction product. The product is: [F:27][C:28]1[CH:35]=[CH:34][C:31]([CH2:32][NH:33][CH2:11][CH2:10][CH2:9][CH2:8][C@@H:7]([O:6][C:5]2[CH:24]=[CH:25][C:2]([F:1])=[C:3]([CH3:26])[CH:4]=2)[C:13]([N:15]2[C@@H:19]([CH:20]([CH3:22])[CH3:21])[CH2:18][O:17][C:16]2=[O:23])=[O:14])=[CH:30][C:29]=1[CH3:36]. (2) Given the reactants [CH3:1][O:2][C:3]1[CH:4]=[C:5]([N:11]2[CH2:20][C:19]3[C:14](=[N:15][C:16](S(C)=O)=[N:17][CH:18]=3)[NH:13][C:12]2=[O:24])[CH:6]=[C:7]([O:9][CH3:10])[CH:8]=1.[N:25]1[CH:30]=[CH:29][C:28]([CH2:31][NH:32][CH2:33][CH2:34][NH2:35])=[CH:27][CH:26]=1, predict the reaction product. The product is: [CH3:1][O:2][C:3]1[CH:4]=[C:5]([N:11]2[CH2:20][C:19]3[C:14](=[N:15][C:16]([NH:35][CH2:34][CH2:33][NH:32][CH2:31][C:28]4[CH:27]=[CH:26][N:25]=[CH:30][CH:29]=4)=[N:17][CH:18]=3)[NH:13][C:12]2=[O:24])[CH:6]=[C:7]([O:9][CH3:10])[CH:8]=1. (3) Given the reactants [OH:1][C:2]1[CH:7]=[CH:6][C:5]([C:8]2[CH:13]=[CH:12][N:11]=[C:10]([CH3:14])[CH:9]=2)=[CH:4][C:3]=1[NH:15][C:16](=[O:32])[C@@H:17]([NH:25][CH2:26][C:27]1[N:28]=[CH:29][S:30][CH:31]=1)[CH2:18][C:19]1[CH:24]=[CH:23][CH:22]=[CH:21][CH:20]=1.Br[CH2:34][C:35]([O:37][CH3:38])=[O:36].C([O-])([O-])=O.[Cs+].[Cs+], predict the reaction product. The product is: [CH3:14][C:10]1[CH:9]=[C:8]([C:5]2[CH:6]=[CH:7][C:2]([O:1][CH2:34][C:35]([O:37][CH3:38])=[O:36])=[C:3]([NH:15][C:16](=[O:32])[C@@H:17]([NH:25][CH2:26][C:27]3[N:28]=[CH:29][S:30][CH:31]=3)[CH2:18][C:19]3[CH:24]=[CH:23][CH:22]=[CH:21][CH:20]=3)[CH:4]=2)[CH:13]=[CH:12][N:11]=1. (4) The product is: [CH3:28][O:29][C:30]1[CH:35]=[CH:34][C:33]([S:36][C:9]2[N:10]([CH2:12][C:13]3[C:22]4[C:17](=[CH:18][CH:19]=[CH:20][CH:21]=4)[CH:16]=[CH:15][CH:14]=3)[CH:11]=[C:5]3[C:6]=2[C:7](=[O:8])[N:2]([CH3:1])[C:3](=[O:27])[N:4]3[CH2:23][CH:24]([CH3:25])[CH3:26])=[CH:32][CH:31]=1. Given the reactants [CH3:1][N:2]1[C:7](=[O:8])[C:6]2=[CH:9][N:10]([CH2:12][C:13]3[C:22]4[C:17](=[CH:18][CH:19]=[CH:20][CH:21]=4)[CH:16]=[CH:15][CH:14]=3)[CH:11]=[C:5]2[N:4]([CH2:23][CH:24]([CH3:26])[CH3:25])[C:3]1=[O:27].[CH3:28][O:29][C:30]1[CH:35]=[CH:34][C:33]([S:36][S:36][C:33]2[CH:34]=[CH:35][C:30]([O:29][CH3:28])=[CH:31][CH:32]=2)=[CH:32][CH:31]=1, predict the reaction product. (5) Given the reactants [F:1][C:2]1[CH:3]=[C:4]([C:8]2[CH2:12][CH2:11][C@:10]([C:17]3[CH:22]=[CH:21][CH:20]=[CH:19][CH:18]=3)([C:13]([O:15]C)=[O:14])[CH:9]=2)[CH:5]=[N:6][CH:7]=1.[OH-].[K+], predict the reaction product. The product is: [F:1][C:2]1[CH:3]=[C:4]([C:8]2[CH2:12][CH2:11][C@:10]([C:17]3[CH:18]=[CH:19][CH:20]=[CH:21][CH:22]=3)([C:13]([OH:15])=[O:14])[CH:9]=2)[CH:5]=[N:6][CH:7]=1.